Dataset: Reaction yield outcomes from USPTO patents with 853,638 reactions. Task: Predict the reaction yield, written as a fraction of the theoretical maximum amount of product (1.0 means a 100% yield; for example, 0.34 means a 34% yield). (1) The reactants are Cl.[F:2][C:3]1[CH:10]=[CH:9][C:6]([C:7]#[N:8])=[CH:5][CH:4]=1.[CH3:11][OH:12].C(Cl)[Cl:14]. No catalyst specified. The product is [ClH:14].[F:2][C:3]1[CH:10]=[CH:9][C:6]([C:7](=[NH:8])[O:12][CH3:11])=[CH:5][CH:4]=1. The yield is 0.360. (2) The reactants are [Si:1]([O:18][C@H:19]([CH3:39])[CH2:20][CH2:21][CH2:22][CH2:23][O:24][C:25]1([CH3:38])[CH2:30][CH2:29][N:28](C(OC(C)(C)C)=O)[CH2:27][CH2:26]1)([C:14]([CH3:17])([CH3:16])[CH3:15])([C:8]1[CH:13]=[CH:12][CH:11]=[CH:10][CH:9]=1)[C:2]1[CH:7]=[CH:6][CH:5]=[CH:4][CH:3]=1.Cl. The catalyst is O1CCOCC1. The product is [Si:1]([O:18][C@H:19]([CH3:39])[CH2:20][CH2:21][CH2:22][CH2:23][O:24][C:25]1([CH3:38])[CH2:26][CH2:27][NH:28][CH2:29][CH2:30]1)([C:14]([CH3:17])([CH3:15])[CH3:16])([C:2]1[CH:7]=[CH:6][CH:5]=[CH:4][CH:3]=1)[C:8]1[CH:9]=[CH:10][CH:11]=[CH:12][CH:13]=1. The yield is 0.950. (3) The reactants are [C:1](#[N:3])[CH3:2].[CH2:4]([C@@H:6]1[O:8][CH2:7]1)Cl.[C:9]1([S:15](N)(=[O:17])=[O:16])[CH:14]=[CH:13][CH:12]=[CH:11][CH:10]=1.[C:19](=O)([O-])[O-:20].[Cs+].[Cs+]. The catalyst is O. The product is [O:20]1[CH2:19][CH:2]1[CH2:1][N:3]([CH2:4][CH:6]1[CH2:7][O:8]1)[S:15]([C:9]1[CH:14]=[CH:13][CH:12]=[CH:11][CH:10]=1)(=[O:17])=[O:16]. The yield is 0.430. (4) The reactants are [C:1]([C:5]1[CH:10]=[CH:9][C:8]([C:11]2[N:12]=[C:13]([CH:24]3[CH2:29][CH2:28][NH:27][CH2:26][CH2:25]3)[O:14][C:15]=2[C:16]2[CH:21]=[CH:20][C:19]([O:22][CH3:23])=[CH:18][CH:17]=2)=[CH:7][CH:6]=1)([CH3:4])([CH3:3])[CH3:2].ClC(Cl)(O[C:34](=[O:40])OC(Cl)(Cl)Cl)Cl.C(N(CC)CC)C.Cl.[CH3:50][NH:51][OH:52].[Cl-].[NH4+]. The catalyst is ClCCl. The product is [C:1]([C:5]1[CH:10]=[CH:9][C:8]([C:11]2[N:12]=[C:13]([CH:24]3[CH2:29][CH2:28][N:27]([C:34](=[O:40])[N:51]([OH:52])[CH3:50])[CH2:26][CH2:25]3)[O:14][C:15]=2[C:16]2[CH:21]=[CH:20][C:19]([O:22][CH3:23])=[CH:18][CH:17]=2)=[CH:7][CH:6]=1)([CH3:4])([CH3:2])[CH3:3]. The yield is 0.410. (5) The reactants are [Br:1][C:2]1[CH:3]=[CH:4][C:5]2[S:9](=[O:11])(=[O:10])[N:8]=[C:7]([CH:12]3[CH2:14][CH2:13]3)[C:6]=2[CH:15]=1.[BH4-].[Na+]. The catalyst is CO. The product is [Br:1][C:2]1[CH:3]=[CH:4][C:5]2[S:9](=[O:10])(=[O:11])[NH:8][CH:7]([CH:12]3[CH2:13][CH2:14]3)[C:6]=2[CH:15]=1. The yield is 0.640. (6) The yield is 0.980. The product is [Br:26][C:5]1[C:4]([CH3:18])=[N:3][N:2]([CH3:1])[C:6]=1[C:7]1[CH:17]=[CH:16][C:10]2[O:11][CH2:12][C:13](=[O:15])[NH:14][C:9]=2[CH:8]=1. The reactants are [CH3:1][N:2]1[C:6]([C:7]2[CH:17]=[CH:16][C:10]3[O:11][CH2:12][C:13](=[O:15])[NH:14][C:9]=3[CH:8]=2)=[CH:5][C:4]([CH3:18])=[N:3]1.C1C(=O)N([Br:26])C(=O)C1. No catalyst specified.